From a dataset of Catalyst prediction with 721,799 reactions and 888 catalyst types from USPTO. Predict which catalyst facilitates the given reaction. (1) Reactant: CC(OC(/N=N/C(OC(C)C)=O)=O)C.[Cl:15][C:16]1[C:25]2[C:20](=[CH:21][C:22]([OH:28])=[C:23]([O:26][CH3:27])[CH:24]=2)[N:19]=[CH:18][N:17]=1.[F:29][CH2:30][CH2:31][N:32]1[CH2:37][CH2:36][N:35]([CH2:38][CH2:39][CH2:40]O)[CH2:34][CH2:33]1.C1(P(C2C=CC=CC=2)C2C=CC=CC=2)C=CC=CC=1.CC(OC(/N=N/C(OC(C)(C)C)=O)=O)(C)C. Product: [Cl:15][C:16]1[C:25]2[C:20](=[CH:21][C:22]([O:28][CH2:40][CH2:39][CH2:38][N:35]3[CH2:34][CH2:33][N:32]([CH2:31][CH2:30][F:29])[CH2:37][CH2:36]3)=[C:23]([O:26][CH3:27])[CH:24]=2)[N:19]=[CH:18][N:17]=1. The catalyst class is: 266. (2) Reactant: [OH:1][C:2]1[CH:3]=[C:4]([NH:8][C:9]([C:11]2[CH:15]=[C:14]([CH3:16])[N:13]([C:17]3[CH:22]=[CH:21][CH:20]=[CH:19][C:18]=3[C:23]([F:26])([F:25])[F:24])[C:12]=2[CH3:27])=[O:10])[CH:5]=[CH:6][CH:7]=1.C([O-])([O-])=O.[K+].[K+].Br[CH2:35][C:36]1[CH:41]=[CH:40][C:39]([F:42])=[CH:38][CH:37]=1. Product: [F:42][C:39]1[CH:40]=[CH:41][C:36]([CH2:35][O:1][C:2]2[CH:3]=[C:4]([NH:8][C:9]([C:11]3[CH:15]=[C:14]([CH3:16])[N:13]([C:17]4[CH:22]=[CH:21][CH:20]=[CH:19][C:18]=4[C:23]([F:26])([F:24])[F:25])[C:12]=3[CH3:27])=[O:10])[CH:5]=[CH:6][CH:7]=2)=[CH:37][CH:38]=1. The catalyst class is: 3. (3) Reactant: [Cl:1][C:2]1[C:7]([C:8]#[N:9])=[C:6]([N:10]2[CH2:14][CH2:13][CH2:12][CH2:11]2)[C:5]([O:15][CH2:16][CH3:17])=[C:4]([CH:18](O)[CH3:19])[CH:3]=1.CN(C)C=O.S(Cl)([Cl:28])=O. Product: [Cl:1][C:2]1[C:7]([C:8]#[N:9])=[C:6]([N:10]2[CH2:14][CH2:13][CH2:12][CH2:11]2)[C:5]([O:15][CH2:16][CH3:17])=[C:4]([CH:18]([Cl:28])[CH3:19])[CH:3]=1. The catalyst class is: 124.